Dataset: Catalyst prediction with 721,799 reactions and 888 catalyst types from USPTO. Task: Predict which catalyst facilitates the given reaction. (1) Reactant: [C:1]([O:8][CH3:9])(=[O:7])/[CH:2]=[CH:3]/[C:4]([OH:6])=[O:5].[C:10]([O:18][CH2:19][CH2:20]Cl)(=[O:17])/[CH:11]=[CH:12]/[C:13]([O:15][CH3:16])=[O:14]. Product: [C:4]([O:6][CH2:20][CH2:19][O:18][C:10](=[O:17])/[CH:11]=[CH:12]/[C:13]([O:15][CH3:16])=[O:14])(=[O:5])/[CH:3]=[CH:2]/[C:1]([O:8][CH3:9])=[O:7]. The catalyst class is: 37. (2) Reactant: [CH3:1][C:2]1[C:8]([N+:9]([O-:11])=[O:10])=[CH:7][CH:6]=[CH:5][C:3]=1[NH2:4].C([O-])(O)=O.[Na+].[Br:17][CH2:18][C:19](Br)=[O:20]. Product: [Br:17][CH2:18][C:19]([NH:4][C:3]1[CH:5]=[CH:6][CH:7]=[C:8]([N+:9]([O-:11])=[O:10])[C:2]=1[CH3:1])=[O:20]. The catalyst class is: 2. (3) Reactant: [CH:1]([C:3]1[C:12]2[C:7](=[CH:8][CH:9]=[CH:10][CH:11]=2)[CH:6]=[C:5]([C:13]([N:15]([O:17][CH3:18])[CH3:16])=[O:14])[CH:4]=1)=[O:2].[CH2:19](O)[CH2:20][CH2:21][OH:22].O.C1(C)C=CC(S(O)(=O)=O)=CC=1. Product: [O:2]1[CH2:19][CH2:20][CH2:21][O:22][CH:1]1[C:3]1[C:12]2[C:7](=[CH:8][CH:9]=[CH:10][CH:11]=2)[CH:6]=[C:5]([C:13]([N:15]([O:17][CH3:18])[CH3:16])=[O:14])[CH:4]=1. The catalyst class is: 11. (4) Reactant: C([NH:5][S:6]([C:9]1[S:10][C:11]([C:14]2[CH:19]=[CH:18][CH:17]=[C:16]([C:20]3[N:25]=[C:24]([CH3:26])[CH:23]=[C:22]([C:27]4[CH:32]=[CH:31][C:30]([Cl:33])=[CH:29][CH:28]=4)[N:21]=3)[CH:15]=2)=[CH:12][CH:13]=1)(=[O:8])=[O:7])(C)(C)C.C(O)(C(F)(F)F)=O. Product: [Cl:33][C:30]1[CH:29]=[CH:28][C:27]([C:22]2[CH:23]=[C:24]([CH3:26])[N:25]=[C:20]([C:16]3[CH:15]=[C:14]([C:11]4[S:10][C:9]([S:6]([NH2:5])(=[O:7])=[O:8])=[CH:13][CH:12]=4)[CH:19]=[CH:18][CH:17]=3)[N:21]=2)=[CH:32][CH:31]=1. The catalyst class is: 4.